This data is from Peptide-MHC class II binding affinity with 134,281 pairs from IEDB. The task is: Regression. Given a peptide amino acid sequence and an MHC pseudo amino acid sequence, predict their binding affinity value. This is MHC class II binding data. The peptide sequence is DDKFLANVSTVLTGK. The MHC is DRB1_0405 with pseudo-sequence DRB1_0405. The binding affinity (normalized) is 0.105.